Dataset: Reaction yield outcomes from USPTO patents with 853,638 reactions. Task: Predict the reaction yield, written as a fraction of the theoretical maximum amount of product (1.0 means a 100% yield; for example, 0.34 means a 34% yield). (1) The reactants are [F:1][C:2]([F:17])([F:16])[C:3]([NH:5][CH2:6][CH2:7][NH:8][C:9](=[O:15])[O:10][C:11]([CH3:14])([CH3:13])[CH3:12])=O.[H-].[Al+3].[Li+].[H-].[H-].[H-].O.[OH-].[Na+]. The catalyst is O1CCCC1. The product is [F:1][C:2]([F:16])([F:17])[CH2:3][NH:5][CH2:6][CH2:7][NH:8][C:9](=[O:15])[O:10][C:11]([CH3:12])([CH3:14])[CH3:13]. The yield is 0.740. (2) The reactants are Cl[C:2]([O:4][CH2:5][CH3:6])=[O:3].[CH:7]12[CH2:16][CH:11]3[CH2:12][CH:13]([CH2:15][CH:9]([CH2:10]3)[CH:8]1[C:17]1[CH:22]=[C:21]([CH3:23])[CH:20]=[CH:19][C:18]=1[OH:24])[CH2:14]2.CCN(CC)CC. The catalyst is CN(C1C=CN=CC=1)C.ClCCl. The product is [C:2](=[O:3])([O:4][CH2:5][CH3:6])[O:24][C:18]1[CH:19]=[CH:20][C:21]([CH3:23])=[CH:22][C:17]=1[CH:8]1[CH:9]2[CH2:10][CH:11]3[CH2:12][CH:13]([CH2:14][CH:7]1[CH2:16]3)[CH2:15]2. The yield is 0.940. (3) The reactants are Cl[CH:2](Cl)[C:3]1[N:4]=[C:5]2[CH:10]=[CH:9][CH:8]=[C:7]([F:11])[N:6]2[CH:12]=1.C([O-])(=[O:16])C.[Na+]. The catalyst is C(O)C.O. The product is [F:11][C:7]1[N:6]2[CH:12]=[C:3]([CH:2]=[O:16])[N:4]=[C:5]2[CH:10]=[CH:9][CH:8]=1. The yield is 0.520. (4) The reactants are Cl.Cl[C:3]1[C:12]2[C:7](=[CH:8][C:9]([O:15]CC3C=CC=CC=3)=[C:10]([O:13][CH3:14])[CH:11]=2)[N:6]=[CH:5][N:4]=1.[Cl:23][C:24]1[CH:25]=[C:26]([CH:28]=[CH:29][C:30]=1[Cl:31])[NH2:27].Cl. The catalyst is C(O)(C)C.C(OCC)C.C(#N)C. The product is [Cl:23][C:24]1[CH:25]=[C:26]([NH:27][C:3]2[C:12]3[C:7](=[CH:8][C:9]([OH:15])=[C:10]([O:13][CH3:14])[CH:11]=3)[N:6]=[CH:5][N:4]=2)[CH:28]=[CH:29][C:30]=1[Cl:31]. The yield is 0.640. (5) The reactants are C([Li])CCC.C(NC(C)C)(C)C.[CH:13]1([CH2:16][C:17]#[N:18])[CH2:15][CH2:14]1.C[O:20][C:21](=O)[C:22]1[CH:27]=[CH:26][C:25]([C:28]#[N:29])=[CH:24][CH:23]=1. The catalyst is CCCCCC.O1CCCC1. The product is [C:17]([CH:16]([CH:13]1[CH2:15][CH2:14]1)[C:21]([C:22]1[CH:27]=[CH:26][C:25]([C:28]#[N:29])=[CH:24][CH:23]=1)=[O:20])#[N:18]. The yield is 1.00. (6) The reactants are [CH3:1][C:2]1[C:10]2[O:9][N:8]=[C:7]([O:11][C:12]([C:25]3[CH:30]=[CH:29][CH:28]=[CH:27][CH:26]=3)([C:19]3[CH:24]=[CH:23][CH:22]=[CH:21][CH:20]=3)[C:13]3[CH:18]=[CH:17][CH:16]=[CH:15][CH:14]=3)[C:6]=2[CH:5]=[CH:4][CH:3]=1.C1C(=O)N([Br:38])C(=O)C1. The catalyst is C(Cl)Cl.O. The product is [Br:38][CH2:1][C:2]1[C:10]2[O:9][N:8]=[C:7]([O:11][C:12]([C:19]3[CH:20]=[CH:21][CH:22]=[CH:23][CH:24]=3)([C:13]3[CH:18]=[CH:17][CH:16]=[CH:15][CH:14]=3)[C:25]3[CH:30]=[CH:29][CH:28]=[CH:27][CH:26]=3)[C:6]=2[CH:5]=[CH:4][CH:3]=1. The yield is 0.537. (7) The reactants are [C:1]1(C)[CH:6]=CC(S(O)(=O)=O)=C[CH:2]=1.[C@@H:12]1([N:21]2[C:30]3[N:29]=[CH:28][N:27]=[C:25]([NH2:26])[C:24]=3[N:23]=[CH:22]2)[O:20][C@H:17]([CH2:18][OH:19])[C@@H:15]([OH:16])[C@H:13]1[OH:14].COC(OC)(C)C.[OH-].[NH4+]. The catalyst is CC(C)=O.C(Cl)Cl.C(O)C. The product is [CH3:2][C:1]1([CH3:6])[O:14][C@@H:13]2[C@@H:15]([C@@H:17]([CH2:18][OH:19])[O:20][C@H:12]2[N:21]2[C:30]3[N:29]=[CH:28][N:27]=[C:25]([NH2:26])[C:24]=3[N:23]=[CH:22]2)[O:16]1. The yield is 0.877. (8) The reactants are [CH3:1][O:2][C:3](=[O:23])[CH2:4][CH2:5][CH2:6][C:7](=O)[N:8]([C:10]1[CH:15]=[CH:14][C:13]([N+:16]([O-])=O)=[CH:12][C:11]=1[N+:19]([O-])=O)[CH3:9].[H][H].[ClH:26]. The catalyst is [Pd].CO. The product is [ClH:26].[CH3:1][O:2][C:3](=[O:23])[CH2:4][CH2:5][CH2:6][C:7]1[N:8]([CH3:9])[C:10]2[CH:15]=[CH:14][C:13]([NH2:16])=[CH:12][C:11]=2[N:19]=1. The yield is 0.920. (9) The reactants are [C:1]([C:5]1[CH:10]=[CH:9][C:8]([S:11](Cl)(=[O:13])=[O:12])=[CH:7][CH:6]=1)([CH3:4])([CH3:3])[CH3:2].[F:15][C:16]([C:19]1[CH:23]=[C:22]([NH2:24])[N:21]([C:25]2[CH:34]=[CH:33][CH:32]=[C:31]3[C:26]=2[CH:27]=[CH:28][CH:29]=[N:30]3)[N:20]=1)([F:18])[CH3:17].[OH-].[Li+].[OH-].[Na+].Cl. The catalyst is CN(C1C=CN=CC=1)C.N1C=CC=CC=1. The product is [C:1]([C:5]1[CH:10]=[CH:9][C:8]([S:11]([NH:24][C:22]2[N:21]([C:25]3[CH:34]=[CH:33][CH:32]=[C:31]4[C:26]=3[CH:27]=[CH:28][CH:29]=[N:30]4)[N:20]=[C:19]([C:16]([F:18])([F:15])[CH3:17])[CH:23]=2)(=[O:13])=[O:12])=[CH:7][CH:6]=1)([CH3:4])([CH3:3])[CH3:2]. The yield is 0.530.